The task is: Predict the reactants needed to synthesize the given product.. This data is from Full USPTO retrosynthesis dataset with 1.9M reactions from patents (1976-2016). (1) The reactants are: CN([C:4]([O:8]N1N=NC2C=CC=NC1=2)=[N+:5](C)C)C.F[P-](F)(F)(F)(F)F.[C:25]([OH:31])([C:27]([F:30])([F:29])[F:28])=[O:26].[NH:32]1[CH2:36][CH2:35][CH2:34][C@H:33]1[C:37]1[NH:41][C:40]2[CH:42]=[C:43]([C:46]3[CH:55]=[CH:54][C:53]4[C:48](=[CH:49][CH:50]=[C:51]([C:56]5[NH:60][C:59]([C@@H:61]6[CH2:65][CH2:64][CH2:63][NH:62]6)=[N:58][CH:57]=5)[CH:52]=4)[CH:47]=3)[CH:44]=[CH:45][C:39]=2[N:38]=1.C(N([CH:72]([CH3:74])[CH3:73])CC)(C)C.[CH3:75][O:76][C:77]([NH:79][C@@H:80]([CH:84]([CH3:86])[CH3:85])[C:81]([OH:83])=O)=[O:78].[CH3:87][OH:88]. Given the product [C:25]([OH:31])([C:27]([F:30])([F:29])[F:28])=[O:26].[CH3:75][O:76][C:77]([NH:79][C@@H:80]([CH:84]([CH3:86])[CH3:85])[C:81]([N:32]1[CH2:36][CH2:35][CH2:34][C@H:33]1[C:37]1[NH:38][C:39]2[CH:45]=[CH:44][C:43]([C:46]3[CH:47]=[C:48]4[C:53](=[CH:54][CH:55]=3)[CH:52]=[C:51]([C:56]3[N:60]=[C:59]([C@@H:61]5[CH2:65][CH2:64][CH2:63][N:62]5[C:25]([C@@H:27]([NH:5][C:4](=[O:8])[O:88][CH3:87])[CH:72]([CH3:73])[CH3:74])=[O:31])[NH:58][CH:57]=3)[CH:50]=[CH:49]4)=[CH:42][C:40]=2[N:41]=1)=[O:83])=[O:78], predict the reactants needed to synthesize it. (2) Given the product [CH3:23][C:24]1[S:28][C:27]([C:20]2[S:21][C:8]3[CH:7]=[C:6]([C:4]([OH:3])=[O:5])[N:10]([CH2:11][C:12]4[CH:17]=[CH:16][CH:15]=[CH:14][C:13]=4[C:20]4[S:21][C:8]([CH3:7])=[CH:9][CH:19]=4)[C:9]=3[CH:19]=2)=[CH:26][CH:25]=1, predict the reactants needed to synthesize it. The reactants are: C([O:3][C:4]([C:6]1[N:10]([CH2:11][C:12]2[CH:17]=[CH:16][CH:15]=[CH:14][C:13]=2Br)[C:9]2[CH:19]=[C:20](Br)[S:21][C:8]=2[CH:7]=1)=[O:5])C.[CH3:23][C:24]1[S:28][C:27]([Sn](C)(C)C)=[CH:26][CH:25]=1. (3) Given the product [C:1]([C:3]1[C:4](=[O:37])[C:5]([CH3:36])([CH3:35])[C@H:6]2[C@:23]([CH3:25])([CH:24]=1)[C:22]1[C@:9]([CH3:34])([C@@:10]3([CH3:33])[C@:19]([OH:27])([C:20](=[O:26])[CH:21]=1)[C@H:18]1[C@:13]([CH3:32])([CH2:14][CH2:15][C@:16]([CH3:31])([C:28]([OH:30])=[O:29])[CH2:17]1)[CH2:12][CH2:11]3)[CH2:8][CH2:7]2)#[N:2], predict the reactants needed to synthesize it. The reactants are: [C:1]([C:3]1[CH2:24][C@@:23]2([CH3:25])[C@@H:6]([CH2:7][CH2:8][C@:9]3([CH3:34])[C:22]2=[CH:21][C:20](=[O:26])[C@@:19]2([OH:27])[C@@:10]3([CH3:33])[CH2:11][CH2:12][C@:13]3([CH3:32])[C@H:18]2[CH2:17][C@@:16]([CH3:31])([C:28]([OH:30])=[O:29])[CH2:15][CH2:14]3)[C:5]([CH3:36])([CH3:35])[C:4]=1[OH:37])#[N:2].BrN1C(C)(C)C(=O)N(Br)C1=O.N1C=CC=CC=1.P(=O)(O)(O)O. (4) Given the product [ClH:11].[Br:1][C:2]1[C:3]([O:9][CH3:10])=[C:4]([CH:6]=[CH:7][CH:8]=1)[NH2:5], predict the reactants needed to synthesize it. The reactants are: [Br:1][C:2]1[C:3]([O:9][CH3:10])=[C:4]([CH:6]=[CH:7][CH:8]=1)[NH2:5].[ClH:11].